Dataset: Full USPTO retrosynthesis dataset with 1.9M reactions from patents (1976-2016). Task: Predict the reactants needed to synthesize the given product. (1) The reactants are: [N:1]([C@:4]1([C:13]([O:15][CH3:16])=[O:14])[C:12]2[C:7](=[CH:8][CH:9]=[CH:10][CH:11]=2)[CH2:6][CH2:5]1)=[C:2]=[O:3].[NH2:17][CH2:18][C:19]([O:21][C:22]([CH3:25])([CH3:24])[CH3:23])=[O:20]. Given the product [C:22]([O:21][C:19](=[O:20])[CH2:18][NH:17][C:2](=[O:3])[NH:1][C@:4]1([C:13]([O:15][CH3:16])=[O:14])[C:12]2[C:7](=[CH:8][CH:9]=[CH:10][CH:11]=2)[CH2:6][CH2:5]1)([CH3:25])([CH3:24])[CH3:23], predict the reactants needed to synthesize it. (2) Given the product [CH:6]([C:5]1[CH:8]=[CH:9][C:2]([O:1][CH2:54][CH2:53][C:52]2[CH:56]=[CH:57][C:49]([C:47]#[N:48])=[CH:50][CH:51]=2)=[CH:3][CH:4]=1)=[O:7], predict the reactants needed to synthesize it. The reactants are: [OH:1][C:2]1[CH:9]=[CH:8][C:5]([CH:6]=[O:7])=[CH:4][CH:3]=1.C1CCN(C(N=NC(N2CCCCC2)=O)=O)CC1.C1(P(C2C=CC=CC=2)C2C=CC=CC=2)C=CC=CC=1.[C:47]([C:49]1[CH:57]=[CH:56][C:52]([CH2:53][CH2:54]O)=[CH:51][CH:50]=1)#[N:48].